From a dataset of Full USPTO retrosynthesis dataset with 1.9M reactions from patents (1976-2016). Predict the reactants needed to synthesize the given product. (1) Given the product [C:12]([NH:11][S:8]([C:5]1[CH:6]=[CH:7][C:2]([B:16]2[O:20][C:19]([CH3:22])([CH3:21])[C:18]([CH3:24])([CH3:23])[O:17]2)=[CH:3][CH:4]=1)(=[O:10])=[O:9])([CH3:15])([CH3:14])[CH3:13], predict the reactants needed to synthesize it. The reactants are: Br[C:2]1[CH:7]=[CH:6][C:5]([S:8]([NH:11][C:12]([CH3:15])([CH3:14])[CH3:13])(=[O:10])=[O:9])=[CH:4][CH:3]=1.[B:16]1([B:16]2[O:20][C:19]([CH3:22])([CH3:21])[C:18]([CH3:24])([CH3:23])[O:17]2)[O:20][C:19]([CH3:22])([CH3:21])[C:18]([CH3:24])([CH3:23])[O:17]1.C(Cl)Cl.CC([O-])=O.[K+]. (2) Given the product [CH:1]([N:3]([CH2:12][C@@H:13]([CH2:41][CH2:42][CH2:43][CH3:44])[C:14]([N:16]1[C@H:20]([C:21]([NH:23][C:24]2[CH:29]=[CH:28][CH:27]=[CH:26][N+:25]=2[O-:30])=[O:22])[CH2:19][CH2:18][NH:17]1)=[O:15])[OH:4])=[O:2], predict the reactants needed to synthesize it. The reactants are: [CH:1]([N:3]([CH2:12][C@@H:13]([CH2:41][CH2:42][CH2:43][CH3:44])[C:14]([N:16]1[C@H:20]([C:21]([NH:23][C:24]2[CH:29]=[CH:28][CH:27]=[CH:26][N+:25]=2[O-:30])=[O:22])[CH2:19][CH2:18][N:17]1C(OCC1C=CC=CC=1)=O)=[O:15])[O:4]CC1C=CC=CC=1)=[O:2]. (3) Given the product [CH2:23]([N:4]([CH2:1][CH2:2][CH3:3])[C:5]([C:7]1[CH:8]=[C:9]([CH:14]=[C:15]([C:17]2[N:21]=[C:20]([CH3:22])[O:19][N:18]=2)[CH:16]=1)[C:10]([OH:12])=[O:11])=[O:6])[CH2:24][CH3:25], predict the reactants needed to synthesize it. The reactants are: [CH2:1]([N:4]([CH2:23][CH2:24][CH3:25])[C:5]([C:7]1[CH:8]=[C:9]([CH:14]=[C:15]([C:17]2[N:21]=[C:20]([CH3:22])[O:19][N:18]=2)[CH:16]=1)[C:10]([O:12]C)=[O:11])=[O:6])[CH2:2][CH3:3].[I-].[Li+]. (4) Given the product [Cl:26][CH:27]([OH:31])[CH:28]([OH:30])[CH3:29].[CH3:1][C:2]1[C:3]([CH2:14][S@:15]([C:17]2[NH:18][C:19]3[CH:25]=[CH:24][CH:23]=[CH:22][C:20]=3[N:21]=2)=[O:16])=[N:4][CH:5]=[CH:6][C:7]=1[O:8][CH2:9][C:10]([F:13])([F:11])[F:12], predict the reactants needed to synthesize it. The reactants are: [CH3:1][C:2]1[C:3]([CH2:14][S@:15]([C:17]2[NH:21][C:20]3[CH:22]=[CH:23][CH:24]=[CH:25][C:19]=3[N:18]=2)=[O:16])=[N:4][CH:5]=[CH:6][C:7]=1[O:8][CH2:9][C:10]([F:13])([F:12])[F:11].[Cl:26][CH:27]([OH:31])[CH:28]([OH:30])[CH3:29]. (5) Given the product [C:8]([N:28]1[C:27]2[CH:26]=[C:25]([C:33]3[C:34]([CH3:39])=[N:35][O:36][C:37]=3[CH3:38])[CH:24]=[C:23]([C:22]([C:20]3[CH:19]=[CH:18][CH:17]=[C:16]([NH2:15])[N:21]=3)([OH:46])[C:40]3[CH:45]=[CH:44][CH:43]=[CH:42][N:41]=3)[C:31]=2[NH:30][C:29]1=[O:32])(=[O:10])[CH3:9], predict the reactants needed to synthesize it. The reactants are: C(N(CC)CC)C.[C:8](OC(=O)C)(=[O:10])[CH3:9].[NH2:15][C:16]1[N:21]=[C:20]([C:22]([OH:46])([C:40]2[CH:45]=[CH:44][CH:43]=[CH:42][N:41]=2)[C:23]2[C:31]3[NH:30][C:29](=[O:32])[NH:28][C:27]=3[CH:26]=[C:25]([C:33]3[C:34]([CH3:39])=[N:35][O:36][C:37]=3[CH3:38])[CH:24]=2)[CH:19]=[CH:18][CH:17]=1. (6) Given the product [Br:20][C:21]1[CH:26]=[CH:25][C:24]([O:27][CH2:2][C:3]2[N:4]([C:12]3[C:17]([Cl:18])=[CH:16][CH:15]=[CH:14][C:13]=3[Cl:19])[CH:5]=[C:6]([C:8]([F:11])([F:10])[F:9])[N:7]=2)=[CH:23][CH:22]=1, predict the reactants needed to synthesize it. The reactants are: Br[CH2:2][C:3]1[N:4]([C:12]2[C:17]([Cl:18])=[CH:16][CH:15]=[CH:14][C:13]=2[Cl:19])[CH:5]=[C:6]([C:8]([F:11])([F:10])[F:9])[N:7]=1.[Br:20][C:21]1[CH:26]=[CH:25][C:24]([OH:27])=[CH:23][CH:22]=1.C(=O)([O-])[O-].[K+].[K+]. (7) Given the product [Br:25][CH2:23][C:22]([C:7]1[CH:8]=[C:9]([O:11][CH2:12][CH2:13][CH2:14][OH:15])[CH:10]=[C:5]([C:1]([CH3:4])([CH3:3])[CH3:2])[CH:6]=1)=[O:24], predict the reactants needed to synthesize it. The reactants are: [C:1]([C:5]1[CH:6]=[C:7]([C:22](=[O:24])[CH3:23])[CH:8]=[C:9]([O:11][CH2:12][CH2:13][CH2:14][O:15]C2CCCCO2)[CH:10]=1)([CH3:4])([CH3:3])[CH3:2].[Br-:25].[Br-].[Br-].C1([N+](C)(C)C)C=CC=CC=1.C1([N+](C)(C)C)C=CC=CC=1.C1([N+](C)(C)C)C=CC=CC=1.C(O)(=O)CC(CC(O)=O)(C(O)=O)O.CC(=O)OCC. (8) Given the product [Cl:9][C:6]1[CH:7]=[CH:8][C:3]([CH:2]([C:10]2[CH:15]=[CH:14][CH:13]=[CH:12][CH:11]=2)[N:16]2[CH2:19][CH:18]([CH:20]([C:25]3[CH:30]=[C:29]([F:31])[CH:28]=[C:27]([F:32])[CH:26]=3)[C:21]([O:23][CH3:24])=[O:22])[CH2:17]2)=[CH:4][CH:5]=1, predict the reactants needed to synthesize it. The reactants are: Br[CH:2]([C:10]1[CH:15]=[CH:14][CH:13]=[CH:12][CH:11]=1)[C:3]1[CH:8]=[CH:7][C:6]([Cl:9])=[CH:5][CH:4]=1.[NH:16]1[CH2:19][CH:18]([CH:20]([C:25]2[CH:30]=[C:29]([F:31])[CH:28]=[C:27]([F:32])[CH:26]=2)[C:21]([O:23][CH3:24])=[O:22])[CH2:17]1.C([O-])([O-])=O.[Cs+].[Cs+]. (9) Given the product [F:1][C:2]1[C:3]([NH:28][C@@H:29]([C:35]([CH3:38])([CH3:37])[CH3:36])[CH2:30][CH:31]([OH:34])[CH2:32][OH:33])=[N:4][C:5]([C:8]2[C:16]3[C:11](=[N:12][CH:13]=[C:14]([F:17])[CH:15]=3)[NH:10][CH:9]=2)=[N:6][CH:7]=1, predict the reactants needed to synthesize it. The reactants are: [F:1][C:2]1[C:3]([NH:28][C@@H:29]([C:35]([CH3:38])([CH3:37])[CH3:36])[CH2:30][CH:31]([OH:34])[CH2:32][OH:33])=[N:4][C:5]([C:8]2[C:16]3[C:11](=[N:12][CH:13]=[C:14]([F:17])[CH:15]=3)[N:10](S(C3C=CC(C)=CC=3)(=O)=O)[CH:9]=2)=[N:6][CH:7]=1.C[O-].[Na+].CCOC(C)=O.C([O-])(O)=O.[Na+]. (10) Given the product [Br:1][C:2]1[CH:7]=[C:6]2[C:8]([CH3:9])=[N:13][NH:12][C:5]2=[CH:4][N:3]=1, predict the reactants needed to synthesize it. The reactants are: [Br:1][C:2]1[CH:7]=[C:6]([C:8](=O)[CH3:9])[C:5](F)=[CH:4][N:3]=1.[NH2:12][NH2:13].